Dataset: Forward reaction prediction with 1.9M reactions from USPTO patents (1976-2016). Task: Predict the product of the given reaction. (1) Given the reactants Cl[C:2]1[N:7]=[C:6]([O:8][CH3:9])[N:5]=[C:4]([NH:10][C:11]2[CH:16]=[CH:15][C:14]([N:17]3[CH:21]=[C:20]([CH3:22])[N:19]=[CH:18]3)=[C:13]([O:23][CH3:24])[CH:12]=2)[N:3]=1.[Cl:25][C:26]1[CH:31]=[C:30]([Cl:32])[CH:29]=[CH:28][C:27]=1[OH:33], predict the reaction product. The product is: [Cl:25][C:26]1[CH:31]=[C:30]([Cl:32])[CH:29]=[CH:28][C:27]=1[O:33][C:2]1[N:7]=[C:6]([O:8][CH3:9])[N:5]=[C:4]([NH:10][C:11]2[CH:16]=[CH:15][C:14]([N:17]3[CH:21]=[C:20]([CH3:22])[N:19]=[CH:18]3)=[C:13]([O:23][CH3:24])[CH:12]=2)[N:3]=1. (2) Given the reactants [CH:1]1([C:7]2[C:12](=[O:13])[N:11]3[N:14]=[C:15]([C:17](O)=[O:18])[CH:16]=[C:10]3[NH:9][C:8]=2[C:20]2[O:21][CH:22]=[CH:23][CH:24]=2)[CH2:6][CH2:5][CH2:4][CH2:3][CH2:2]1.[CH:25]([N:28]([CH:31]([CH3:33])[CH3:32])CC)([CH3:27])[CH3:26].CN([C:37]1[CH:42]=[CH:41]C=CN=1)C.Cl.[CH3:44][O:45][C:46](=[O:59])[C@H:47](CC1C2C(=CC=CC=2)NC=1)[NH2:48].CN(C(ON1N=NC2C=CC=NC1=2)=[N+](C)C)C.F[P-](F)(F)(F)(F)F, predict the reaction product. The product is: [CH3:44][O:45][C:46](=[O:59])[CH:47]([NH:48][C:17]([C:15]1[CH:16]=[C:10]2[NH:9][C:8]([C:20]3[O:21][CH:22]=[CH:23][CH:24]=3)=[C:7]([CH:1]3[CH2:6][CH2:5][CH2:4][CH2:3][CH2:2]3)[C:12](=[O:13])[N:11]2[N:14]=1)=[O:18])[CH2:33][C:31]1[NH:28][C:25]2[C:26]([CH:32]=1)=[CH:41][CH:42]=[CH:37][CH:27]=2. (3) Given the reactants [Br:1][C:2]1[CH:3]=[N:4][CH:5]=[C:6]([CH:10]=1)[C:7](O)=[O:8].C1(P([N:25]=[N+:26]=[N-:27])(C2C=CC=CC=2)=O)C=CC=CC=1, predict the reaction product. The product is: [Br:1][C:2]1[CH:3]=[N:4][CH:5]=[C:6]([CH:10]=1)[C:7]([N:25]=[N+:26]=[N-:27])=[O:8]. (4) Given the reactants [C:1]([O:5][C:6]([N:8]1[CH2:12][C:11](=[O:13])[CH:10]([S:14]([C:17]2[CH:22]=[CH:21][C:20]([O:23][CH2:24][C:25]3[CH:30]=[CH:29][CH:28]=[CH:27][CH:26]=3)=[CH:19][CH:18]=2)(=[O:16])=[O:15])[CH2:9]1)=[O:7])([CH3:4])([CH3:3])[CH3:2].[BH4-].[Na+].Cl, predict the reaction product. The product is: [C:1]([O:5][C:6]([N:8]1[CH2:12][CH:11]([OH:13])[CH:10]([S:14]([C:17]2[CH:22]=[CH:21][C:20]([O:23][CH2:24][C:25]3[CH:30]=[CH:29][CH:28]=[CH:27][CH:26]=3)=[CH:19][CH:18]=2)(=[O:16])=[O:15])[CH2:9]1)=[O:7])([CH3:4])([CH3:2])[CH3:3]. (5) Given the reactants [CH3:1][N:2]1[CH2:15][CH2:14][C:5]2[NH:6][C:7]3[CH:8]=[CH:9][C:10]([CH3:13])=[CH:11][C:12]=3[C:4]=2[CH2:3]1.N1CCC[C@H]1C(O)=O.P([O-])([O-])([O-])=O.[K+].[K+].[K+].Br[CH:33]=[C:34]([C:36]1[CH:41]=[CH:40][CH:39]=[CH:38][N:37]=1)[CH3:35], predict the reaction product. The product is: [CH3:1][N:2]1[CH2:15][CH2:14][C:5]2[N:6](/[CH:33]=[C:34](/[C:36]3[CH:41]=[CH:40][CH:39]=[CH:38][N:37]=3)\[CH3:35])[C:7]3[CH:8]=[CH:9][C:10]([CH3:13])=[CH:11][C:12]=3[C:4]=2[CH2:3]1. (6) Given the reactants [CH3:1][O:2][CH2:3][CH2:4][NH2:5].C([O-])([O-])=O.[K+].[K+].Br[CH2:13][CH:14]([O:17][CH3:18])[O:15][CH3:16], predict the reaction product. The product is: [CH3:16][O:15][CH:14]([O:17][CH3:18])[CH2:13][NH:5][CH2:4][CH2:3][O:2][CH3:1]. (7) Given the reactants [N:1]1([C:7]2[CH:15]=[CH:14][C:10]([C:11]([OH:13])=O)=[CH:9][CH:8]=2)[CH2:6][CH2:5][CH2:4][CH2:3][CH2:2]1.C(N1C=CN=C1)(N1C=CN=C1)=O.[NH2:28][C@H:29]1[CH2:34][C:33]2[C:35]([N:39]3[CH2:44][CH2:43][N:42]([CH3:45])[CH2:41][CH2:40]3)=[CH:36][CH:37]=[CH:38][C:32]=2[O:31][CH2:30]1, predict the reaction product. The product is: [CH3:45][N:42]1[CH2:43][CH2:44][N:39]([C:35]2[C:33]3[CH2:34][C@H:29]([NH:28][C:11](=[O:13])[C:10]4[CH:9]=[CH:8][C:7]([N:1]5[CH2:2][CH2:3][CH2:4][CH2:5][CH2:6]5)=[CH:15][CH:14]=4)[CH2:30][O:31][C:32]=3[CH:38]=[CH:37][CH:36]=2)[CH2:40][CH2:41]1. (8) Given the reactants [CH:1]([C:3]1[CH:22]=[CH:21][C:6]([CH2:7][NH:8][C:9]([C:11]2[CH:12]=[C:13]3[C:18](=[CH:19][CH:20]=2)[N:17]=[CH:16][CH:15]=[CH:14]3)=[O:10])=[CH:5][CH:4]=1)=O.C=O.[C:25]1([NH2:31])[CH:30]=[CH:29][CH:28]=[CH:27][CH:26]=1, predict the reaction product. The product is: [C:25]1([NH:31][CH2:1][C:3]2[CH:22]=[CH:21][C:6]([CH2:7][NH:8][C:9]([C:11]3[CH:12]=[C:13]4[C:18](=[CH:19][CH:20]=3)[N:17]=[CH:16][CH:15]=[CH:14]4)=[O:10])=[CH:5][CH:4]=2)[CH:30]=[CH:29][CH:28]=[CH:27][CH:26]=1. (9) Given the reactants [Cl:1][C:2]1[CH:3]=[C:4]([C:10]2([C:26]([F:29])([F:28])[F:27])[O:14][N:13]=[C:12]([C:15]3[CH:24]=[CH:23][C:18]([C:19]([O:21]C)=[O:20])=[C:17]([CH3:25])[CH:16]=3)[CH2:11]2)[CH:5]=[C:6]([Cl:9])[C:7]=1[Cl:8].[OH-].[Na+].Cl, predict the reaction product. The product is: [Cl:1][C:2]1[CH:3]=[C:4]([C:10]2([C:26]([F:28])([F:29])[F:27])[O:14][N:13]=[C:12]([C:15]3[CH:24]=[CH:23][C:18]([C:19]([OH:21])=[O:20])=[C:17]([CH3:25])[CH:16]=3)[CH2:11]2)[CH:5]=[C:6]([Cl:9])[C:7]=1[Cl:8]. (10) The product is: [C:1]1([O:11][CH2:12][CH2:13][CH2:14][N:15]2[C:23]3[C:18](=[CH:19][CH:20]=[CH:21][CH:22]=3)[CH:17]=[C:16]2[C:24]([OH:26])=[O:25])[C:10]2[C:5](=[CH:6][CH:7]=[CH:8][CH:9]=2)[CH:4]=[CH:3][CH:2]=1. Given the reactants [C:1]1([O:11][CH2:12][CH2:13][CH2:14][N:15]2[C:23]3[C:18](=[CH:19][CH:20]=[CH:21][CH:22]=3)[CH:17]=[C:16]2[C:24]([O:26]CC)=[O:25])[C:10]2[C:5](=[CH:6][CH:7]=[CH:8][CH:9]=2)[CH:4]=[CH:3][CH:2]=1.O[Na].O.Cl.O.CC#N, predict the reaction product.